This data is from Merck oncology drug combination screen with 23,052 pairs across 39 cell lines. The task is: Regression. Given two drug SMILES strings and cell line genomic features, predict the synergy score measuring deviation from expected non-interaction effect. (1) Drug 1: COC1=C2CC(C)CC(OC)C(O)C(C)C=C(C)C(OC(N)=O)C(OC)C=CC=C(C)C(=O)NC(=CC1=O)C2=O. Drug 2: CCc1c2c(nc3ccc(O)cc13)-c1cc3c(c(=O)n1C2)COC(=O)C3(O)CC. Cell line: UACC62. Synergy scores: synergy=-7.32. (2) Drug 1: CS(=O)(=O)CCNCc1ccc(-c2ccc3ncnc(Nc4ccc(OCc5cccc(F)c5)c(Cl)c4)c3c2)o1. Drug 2: O=C(O)C1(Cc2cccc(Nc3nccs3)n2)CCC(Oc2cccc(Cl)c2F)CC1. Cell line: HT29. Synergy scores: synergy=12.7. (3) Synergy scores: synergy=-9.78. Drug 1: CN(C)C(=N)N=C(N)N. Drug 2: O=C(NOCC(O)CO)c1ccc(F)c(F)c1Nc1ccc(I)cc1F. Cell line: RPMI7951.